From a dataset of Peptide-MHC class I binding affinity with 185,985 pairs from IEDB/IMGT. Regression. Given a peptide amino acid sequence and an MHC pseudo amino acid sequence, predict their binding affinity value. This is MHC class I binding data. (1) The MHC is HLA-B18:01 with pseudo-sequence HLA-B18:01. The binding affinity (normalized) is 0.0847. The peptide sequence is KTLKGGWFF. (2) The peptide sequence is RMMETWHPL. The MHC is HLA-A03:19 with pseudo-sequence HLA-A03:19. The binding affinity (normalized) is 0.872. (3) The peptide sequence is TSSASNKPI. The MHC is Mamu-B1001 with pseudo-sequence Mamu-B1001. The binding affinity (normalized) is 0.202. (4) The peptide sequence is WPEIVGAIV. The MHC is HLA-A30:01 with pseudo-sequence HLA-A30:01. The binding affinity (normalized) is 0.467. (5) The peptide sequence is RGINDRNFW. The MHC is HLA-B35:01 with pseudo-sequence HLA-B35:01. The binding affinity (normalized) is 0.0847.